Dataset: Forward reaction prediction with 1.9M reactions from USPTO patents (1976-2016). Task: Predict the product of the given reaction. (1) Given the reactants [NH2:1][C:2]1[CH:3]=[C:4]2[C:9](=O)[N:8]([CH3:11])[C:6](=O)[C:5]2=[CH:12][CH:13]=1.[H-].[Al+3].[Li+].[H-].[H-].[H-], predict the reaction product. The product is: [CH3:11][N:8]1[CH2:9][C:4]2[C:5](=[CH:12][CH:13]=[C:2]([NH2:1])[CH:3]=2)[CH2:6]1. (2) Given the reactants [OH:1][C:2]1[CH:7]=[C:6]([CH2:8][NH:9]/[CH:10]=[C:11]2\[C:12](=[O:23])[NH:13][C:14](=[O:22])[C:15]3[C:20]\2=[CH:19][C:18]([I:21])=[CH:17][CH:16]=3)[CH:5]=[CH:4][C:3]=1[NH:24][C:25](=[O:32])[C:26]1[CH:31]=CC=C[CH:27]=1.NC1C=CC(CN/C=C2\C(=O)NC(=O)C3C\2=CC(I)=CC=3)=CC=1O[Si](C(C)C)(C(C)C)C(C)C.C(Cl)(=O)C(C)C, predict the reaction product. The product is: [OH:1][C:2]1[CH:7]=[C:6]([CH2:8][NH:9]/[CH:10]=[C:11]2\[C:12](=[O:23])[NH:13][C:14](=[O:22])[C:15]3[C:20]\2=[CH:19][C:18]([I:21])=[CH:17][CH:16]=3)[CH:5]=[CH:4][C:3]=1[NH:24][C:25](=[O:32])[CH:26]([CH3:27])[CH3:31].